This data is from Merck oncology drug combination screen with 23,052 pairs across 39 cell lines. The task is: Regression. Given two drug SMILES strings and cell line genomic features, predict the synergy score measuring deviation from expected non-interaction effect. (1) Drug 1: O=S1(=O)NC2(CN1CC(F)(F)F)C1CCC2Cc2cc(C=CCN3CCC(C(F)(F)F)CC3)ccc2C1. Drug 2: N#Cc1ccc(Cn2cncc2CN2CCN(c3cccc(Cl)c3)C(=O)C2)cc1. Cell line: A2058. Synergy scores: synergy=10.6. (2) Drug 1: O=P1(N(CCCl)CCCl)NCCCO1. Drug 2: CNC(=O)c1cc(Oc2ccc(NC(=O)Nc3ccc(Cl)c(C(F)(F)F)c3)cc2)ccn1. Cell line: CAOV3. Synergy scores: synergy=5.64. (3) Drug 1: O=S1(=O)NC2(CN1CC(F)(F)F)C1CCC2Cc2cc(C=CCN3CCC(C(F)(F)F)CC3)ccc2C1. Drug 2: CS(=O)(=O)CCNCc1ccc(-c2ccc3ncnc(Nc4ccc(OCc5cccc(F)c5)c(Cl)c4)c3c2)o1. Cell line: SKMEL30. Synergy scores: synergy=41.9. (4) Drug 1: Nc1ccn(C2OC(CO)C(O)C2(F)F)c(=O)n1. Drug 2: CC1(c2nc3c(C(N)=O)cccc3[nH]2)CCCN1. Cell line: KPL1. Synergy scores: synergy=10.5. (5) Drug 1: COC12C(COC(N)=O)C3=C(C(=O)C(C)=C(N)C3=O)N1CC1NC12. Drug 2: C=CCn1c(=O)c2cnc(Nc3ccc(N4CCN(C)CC4)cc3)nc2n1-c1cccc(C(C)(C)O)n1. Cell line: UACC62. Synergy scores: synergy=18.5. (6) Drug 1: COC1CC2CCC(C)C(O)(O2)C(=O)C(=O)N2CCCCC2C(=O)OC(C(C)CC2CCC(OP(C)(C)=O)C(OC)C2)CC(=O)C(C)C=C(C)C(O)C(OC)C(=O)C(C)CC(C)C=CC=CC=C1C. Drug 2: Cn1cc(-c2cnn3c(N)c(Br)c(C4CCCNC4)nc23)cn1. Cell line: EFM192B. Synergy scores: synergy=30.1. (7) Drug 1: N.N.O=C(O)C1(C(=O)O)CCC1.[Pt]. Drug 2: Cn1cc(-c2cnn3c(N)c(Br)c(C4CCCNC4)nc23)cn1. Cell line: NCIH23. Synergy scores: synergy=7.98.